From a dataset of Forward reaction prediction with 1.9M reactions from USPTO patents (1976-2016). Predict the product of the given reaction. (1) Given the reactants [CH3:1][CH2:2][C@H:3]1[O:18][C:16](=[O:17])[C@H:15]([CH3:19])[C@@H:14]([O:20][C@@H:21]2[O:26][C@@H:25]([CH3:27])[C@H:24]([OH:28])[C@@:23]([O:30][CH3:31])([CH3:29])[CH2:22]2)[C@H:13]([CH3:32])[C@@H:12]([O:33][C@@H:34]2[O:39][C@H:38]([CH3:40])[CH2:37][C@H:36]([N:41]([CH3:43])[CH3:42])[C@H:35]2[OH:44])[C@@:11]([O:46][CH3:47])([CH3:45])[CH2:10][C@@H:9]([CH3:48])[C:7](=[O:8])[C@H:6]([CH3:49])[C@@H:5]([OH:50])[C@@:4]1([OH:52])[CH3:51].[CH3:53][S:54]([OH:57])(=[O:56])=[O:55], predict the reaction product. The product is: [CH3:1][CH2:2][C@H:3]1[O:18][C:16](=[O:17])[C@H:15]([CH3:19])[C@@H:14]([O:20][C@@H:21]2[O:26][C@@H:25]([CH3:27])[C@H:24]([OH:28])[C@@:23]([O:30][CH3:31])([CH3:29])[CH2:22]2)[C@H:13]([CH3:32])[C@@H:12]([O:33][C@@H:34]2[O:39][C@H:38]([CH3:40])[CH2:37][C@H:36]([N:41]([CH3:42])[CH3:43])[C@H:35]2[OH:44])[C@@:11]([O:46][CH3:47])([CH3:45])[CH2:10][C@@H:9]([CH3:48])[C:7](=[O:8])[C@H:6]([CH3:49])[C@@H:5]([OH:50])[C@@:4]1([OH:52])[CH3:51].[S:54]([O-:57])(=[O:56])(=[O:55])[CH3:53]. (2) Given the reactants [CH2:1]([C:3]1[CH:4]=[C:5]([CH:8]=[CH:9][C:10]=1[OH:11])[CH:6]=[O:7])[CH3:2].C([O-])([O-])=O.[K+].[K+].[CH:18](I)([CH3:20])[CH3:19], predict the reaction product. The product is: [CH2:1]([C:3]1[CH:4]=[C:5]([CH:8]=[CH:9][C:10]=1[O:11][CH:18]([CH3:20])[CH3:19])[CH:6]=[O:7])[CH3:2]. (3) Given the reactants [NH2:1][C:2]1[S:3][C:4]([C:10]2[C:15]([F:16])=[CH:14][C:13]([C:17]([OH:20])([CH3:19])[CH3:18])=[CH:12][C:11]=2[F:21])=[CH:5][C:6]=1[C:7]([NH2:9])=[O:8].Cl[C:23]1[CH:28]=[CH:27][N:26]=[C:25]([N:29]2[CH2:33][CH2:32][CH:31]([OH:34])[CH2:30]2)[N:24]=1, predict the reaction product. The product is: [F:16][C:15]1[CH:14]=[C:13]([C:17]([OH:20])([CH3:18])[CH3:19])[CH:12]=[C:11]([F:21])[C:10]=1[C:4]1[S:3][C:2]([NH:1][C:27]2[CH:28]=[CH:23][N:24]=[C:25]([N:29]3[CH2:33][CH2:32][CH:31]([OH:34])[CH2:30]3)[N:26]=2)=[C:6]([C:7]([NH2:9])=[O:8])[CH:5]=1. (4) The product is: [CH2:1]([O:8][CH2:9][N:10]1[C:14]([N:35]([CH2:34][C:33]2[CH:44]=[C:29]([O:28][CH2:26][CH3:27])[CH:30]=[C:31]([O:46][CH:47]([CH3:49])[CH3:48])[C:32]=2[F:45])[C:36]2[CH:43]=[CH:42][C:39]([C:40]#[N:41])=[CH:38][CH:37]=2)=[CH:13][N:12]=[C:11]1[C:15]1[CH:20]=[CH:19][CH:18]=[CH:17][CH:16]=1)[C:2]1[CH:3]=[CH:4][CH:5]=[CH:6][CH:7]=1. Given the reactants [CH2:1]([O:8][CH2:9][N:10]1[CH:14]=[CH:13][N:12]=[C:11]1[C:15]1[CH:20]=[CH:19][CH:18]=[CH:17][CH:16]=1)[C:2]1[CH:7]=[CH:6][CH:5]=[CH:4][CH:3]=1.[Li]C(CC)C.[CH2:26]([O:28][C:29]1[CH:30]=[C:31]([O:46][CH:47]([CH3:49])[CH3:48])[C:32]([F:45])=[C:33]([CH:44]=1)/[CH:34]=[N:35]/[C:36]1[CH:43]=[CH:42][C:39]([C:40]#[N:41])=[CH:38][CH:37]=1)[CH3:27], predict the reaction product. (5) Given the reactants [CH3:1][O:2][C:3](=[O:27])[C:4]1[CH:9]=[C:8]([O:10][CH3:11])[CH:7]=[CH:6][C:5]=1[NH:12][C:13]1[N:17]([C:18]2[CH:23]=[CH:22][CH:21]=[CH:20][C:19]=2[CH3:24])[N:16]=[C:15]([CH3:25])[C:14]=1Br.[Cl:28][C:29]1[CH:30]=[C:31]2[C:36](=[CH:37][C:38]=1B1OC(C)(C)C(C)(C)O1)[N:35]=[CH:34][CH:33]=[N:32]2.C(=O)([O-])[O-].[Na+].[Na+].O, predict the reaction product. The product is: [CH3:1][O:2][C:3](=[O:27])[C:4]1[CH:9]=[C:8]([O:10][CH3:11])[CH:7]=[CH:6][C:5]=1[NH:12][C:13]1[N:17]([C:18]2[CH:23]=[CH:22][CH:21]=[CH:20][C:19]=2[CH3:24])[N:16]=[C:15]([CH3:25])[C:14]=1[C:38]1[CH:37]=[C:36]2[C:31](=[CH:30][C:29]=1[Cl:28])[N:32]=[CH:33][CH:34]=[N:35]2. (6) Given the reactants [CH2:1]([O:8][C:9]1[CH:14]=[CH:13][C:12]([CH2:15][CH2:16][NH:17][C:18](=[O:27])[CH2:19][C:20]2[CH:25]=[CH:24][C:23]([CH3:26])=[CH:22][CH:21]=2)=[CH:11][C:10]=1[O:28][CH3:29])[C:2]1[CH:7]=[CH:6][CH:5]=[CH:4][CH:3]=1.[C:30]([O:34]C(N(C)C)N(C)C)(C)(C)C.Cl, predict the reaction product. The product is: [CH2:1]([O:8][C:9]1[CH:14]=[CH:13][C:12]([CH2:15][CH2:16][NH:17][C:18](=[O:27])[C:19]([C:20]2[CH:21]=[CH:22][C:23]([CH3:26])=[CH:24][CH:25]=2)=[CH:30][OH:34])=[CH:11][C:10]=1[O:28][CH3:29])[C:2]1[CH:3]=[CH:4][CH:5]=[CH:6][CH:7]=1.